From a dataset of Full USPTO retrosynthesis dataset with 1.9M reactions from patents (1976-2016). Predict the reactants needed to synthesize the given product. (1) The reactants are: S(=O)(=O)(O)O.[Cl:6][C:7]1[CH:21]=[CH:20][CH:19]=[CH:18][C:8]=1[CH2:9][NH:10][C:11](=[O:17])[CH:12](OC)OC.C([O-])(O)=O.[Na+]. Given the product [Cl:6][C:7]1[CH:21]=[CH:20][CH:19]=[C:18]2[C:8]=1[CH:9]=[N:10][C:11]([OH:17])=[CH:12]2, predict the reactants needed to synthesize it. (2) Given the product [CH:25]1([CH2:31][N:10]2[C@H:6]([C:2]3[O:1][CH:5]=[CH:4][N:3]=3)[CH2:7][C@H:8]([NH:11][C:12]([C:14]3[CH:23]=[CH:22][C:21]4[C:16](=[CH:17][CH:18]=[CH:19][CH:20]=4)[C:15]=3[OH:24])=[O:13])[CH2:9]2)[CH2:30][CH2:29][CH2:28][CH2:27][CH2:26]1, predict the reactants needed to synthesize it. The reactants are: [O:1]1[CH:5]=[CH:4][N:3]=[C:2]1[C@H:6]1[NH:10][CH2:9][C@@H:8]([NH:11][C:12]([C:14]2[CH:23]=[CH:22][C:21]3[C:16](=[CH:17][CH:18]=[CH:19][CH:20]=3)[C:15]=2[OH:24])=[O:13])[CH2:7]1.[CH:25]1([CH:31]=O)[CH2:30][CH2:29][CH2:28][CH2:27][CH2:26]1.COC([C@@H]1C[C@H](N=[N+]=[N-])CN1CC1CCCCC1)=O. (3) Given the product [CH2:11]([O:18][C:19]([N:21]1[CH2:25][C:24](=[O:26])[C@:23]([CH3:34])([C:27]([O:29][C:30]([CH3:33])([CH3:32])[CH3:31])=[O:28])[CH2:22]1)=[O:20])[C:12]1[CH:13]=[CH:14][CH:15]=[CH:16][CH:17]=1, predict the reactants needed to synthesize it. The reactants are: C(Cl)(=O)C(Cl)=O.CS(C)=O.[CH2:11]([O:18][C:19]([N:21]1[CH2:25][CH:24]([OH:26])[C@:23]([CH3:34])([C:27]([O:29][C:30]([CH3:33])([CH3:32])[CH3:31])=[O:28])[CH2:22]1)=[O:20])[C:12]1[CH:17]=[CH:16][CH:15]=[CH:14][CH:13]=1.C(N(CC)CC)C.[Cl-].[NH4+]. (4) Given the product [F:1][C:2]1[CH:15]=[CH:14][C:5]2[S:6][C:7]([CH2:9][CH2:10][NH2:11])=[CH:8][C:4]=2[CH:3]=1, predict the reactants needed to synthesize it. The reactants are: [F:1][C:2]1[CH:15]=[CH:14][C:5]2[S:6][C:7](/[CH:9]=[CH:10]/[N+:11]([O-])=O)=[CH:8][C:4]=2[CH:3]=1.[Li+].[BH4-].C[Si](Cl)(C)C. (5) Given the product [Cl:1][C:2]1[CH:7]=[C:6]([NH:8][C:17](=[O:18])[O:19][C:20]([CH3:23])([CH3:22])[CH3:21])[C:5]([I:9])=[CH:4][N:3]=1, predict the reactants needed to synthesize it. The reactants are: [Cl:1][C:2]1[CH:7]=[C:6]([NH2:8])[C:5]([I:9])=[CH:4][N:3]=1.C(OCC)(=O)C.O.[C:17](O[C:17]([O:19][C:20]([CH3:23])([CH3:22])[CH3:21])=[O:18])([O:19][C:20]([CH3:23])([CH3:22])[CH3:21])=[O:18]. (6) Given the product [CH3:17][O:16][CH:4]([O:3][CH3:2])[C:5]1[CH:12]=[C:11]([S:13][CH3:14])[C:8]([C:9]#[N:10])=[C:7]([O:15][CH:19]([CH3:21])[CH3:20])[N:6]=1, predict the reactants needed to synthesize it. The reactants are: [Na].[CH3:2][O:3][CH:4]([O:16][CH3:17])[C:5]1[CH:12]=[C:11]([S:13][CH3:14])[C:8]([C:9]#[N:10])=[C:7]([OH:15])[N:6]=1.I[CH:19]([CH3:21])[CH3:20].